This data is from Reaction yield outcomes from USPTO patents with 853,638 reactions. The task is: Predict the reaction yield, written as a fraction of the theoretical maximum amount of product (1.0 means a 100% yield; for example, 0.34 means a 34% yield). (1) The reactants are C(OC([N:8]1[C:20]2[CH2:19][CH:18]([C:21]([S:27]([C:30]3[CH:35]=[CH:34][CH:33]=[CH:32][CH:31]=3)(=[O:29])=[O:28])([F:26])[C:22](=[O:25])[NH:23][CH3:24])[CH2:17][CH2:16][C:15]=2[C:14]2[C:9]1=[CH:10][CH:11]=[C:12]([Cl:36])[CH:13]=2)=O)(C)(C)C.[H-].[Na+].[CH3:39]I.O. The catalyst is CN(C=O)C. The product is [C:30]1([S:27]([C:21]([CH:18]2[CH2:17][CH2:16][C:15]3[C:14]4[C:9](=[CH:10][CH:11]=[C:12]([Cl:36])[CH:13]=4)[NH:8][C:20]=3[CH2:19]2)([F:26])[C:22]([N:23]([CH3:39])[CH3:24])=[O:25])(=[O:28])=[O:29])[CH:35]=[CH:34][CH:33]=[CH:32][CH:31]=1. The yield is 0.650. (2) The reactants are [OH:1][C:2]1([C@H:6]([NH:8][C:9](=[O:15])[O:10][C:11]([CH3:14])([CH3:13])[CH3:12])[CH3:7])[CH2:5][NH:4][CH2:3]1.C(N(C(C)C)CC)(C)C.[F:25][C:26]1[C:27]([NH:36][C:37]2[CH:42]=[CH:41][C:40]([I:43])=[CH:39][C:38]=2[F:44])=[C:28]([CH:32]=[CH:33][C:34]=1[F:35])[C:29](F)=[O:30]. The catalyst is ClCCl. The product is [F:25][C:26]1[C:27]([NH:36][C:37]2[CH:42]=[CH:41][C:40]([I:43])=[CH:39][C:38]=2[F:44])=[C:28]([C:29]([N:4]2[CH2:3][C:2]([C@H:6]([NH:8][C:9](=[O:15])[O:10][C:11]([CH3:14])([CH3:13])[CH3:12])[CH3:7])([OH:1])[CH2:5]2)=[O:30])[CH:32]=[CH:33][C:34]=1[F:35]. The yield is 0.610. (3) The reactants are [CH3:1][C@@H:2]([C@@H:9]1[C@@:13]2([CH3:31])[CH2:14][CH2:15][CH:16]3[C@@:21]4([CH3:30])[CH2:22][CH2:23][CH:24]([O:26][C:27](Cl)=[O:28])[CH2:25][C:20]4=[CH:19][CH2:18][CH:17]3[CH:12]2[CH2:11][CH2:10]1)[CH2:3][CH2:4][CH2:5][CH:6]([CH3:8])[CH3:7].[CH3:32][N:33]([CH3:37])[CH2:34][CH2:35][NH2:36]. The catalyst is ClCCl. The product is [CH3:1][C@@H:2]([C@@H:9]1[C@@:13]2([CH3:31])[CH2:14][CH2:15][C@@H:16]3[C@@:21]4([CH3:30])[CH2:22][CH2:23][C@H:24]([O:26][C:27]([NH:36][CH2:35][CH2:34][N:33]([CH3:37])[CH3:32])=[O:28])[CH2:25][C:20]4=[CH:19][CH2:18][C@H:17]3[C@@H:12]2[CH2:11][CH2:10]1)[CH2:3][CH2:4][CH2:5][CH:6]([CH3:8])[CH3:7]. The yield is 0.250.